From a dataset of Forward reaction prediction with 1.9M reactions from USPTO patents (1976-2016). Predict the product of the given reaction. (1) Given the reactants [CH2:1]([O:5][CH2:6][CH2:7][O:8][C:9]1[CH:14]=[CH:13][C:12]([C:15]2[CH:20]=[CH:19][C:18]([N:21]3[CH2:25][CH2:24][CH2:23][CH2:22]3)=[C:17](/[CH:26]=[C:27](\[CH3:31])/[C:28](O)=[O:29])[CH:16]=2)=[CH:11][CH:10]=1)[CH2:2][CH2:3][CH3:4].C(Cl)(=O)C(Cl)=O.[CH2:38]([N:41]1[C:45]([CH2:46][S@@:47]([C:49]2[CH:55]=[CH:54][C:52]([NH2:53])=[CH:51][CH:50]=2)=[O:48])=[CH:44][N:43]=[CH:42]1)[CH2:39][CH3:40].C(N(CC)CC)C, predict the reaction product. The product is: [CH2:1]([O:5][CH2:6][CH2:7][O:8][C:9]1[CH:10]=[CH:11][C:12]([C:15]2[CH:20]=[CH:19][C:18]([N:21]3[CH2:25][CH2:24][CH2:23][CH2:22]3)=[C:17](/[CH:26]=[C:27](\[CH3:31])/[C:28]([NH:53][C:52]3[CH:51]=[CH:50][C:49]([S@:47]([CH2:46][C:45]4[N:41]([CH2:38][CH2:39][CH3:40])[CH:42]=[N:43][CH:44]=4)=[O:48])=[CH:55][CH:54]=3)=[O:29])[CH:16]=2)=[CH:13][CH:14]=1)[CH2:2][CH2:3][CH3:4]. (2) The product is: [Br:1][C:2]1[CH:3]=[CH:4][C:35]2[C:33](=[O:34])[O:32][CH2:31][C:30]=2[C:10]=1[CH2:9][CH:5]=[CH2:6]. Given the reactants [Br:1][C:2]1[CH:10]=[CH:9][C:5]2=[CH:6]OC=[C:4]2[C:3]=1I.C([Sn](CCCC)(CCCC)CCCC)C=C.[Li+].[Cl-].[CH3:30][CH2:31][O:32][C:33]([CH3:35])=[O:34], predict the reaction product.